Predict the reactants needed to synthesize the given product. From a dataset of Full USPTO retrosynthesis dataset with 1.9M reactions from patents (1976-2016). (1) Given the product [Cl:27][C:7]1[N:2]=[C:3]([CH2:22][CH2:23][CH3:24])[C:4]([CH2:8][C:9]2[N:13]([C:14]3[N:21]=[CH:20][CH:19]=[CH:18][C:15]=3[C:16]#[N:17])[N:12]=[CH:11][CH:10]=2)=[N:5][CH:6]=1, predict the reactants needed to synthesize it. The reactants are: [O-][N+:2]1[CH:7]=[CH:6][N:5]=[C:4]([CH2:8][C:9]2[N:13]([C:14]3[N:21]=[CH:20][CH:19]=[CH:18][C:15]=3[C:16]#[N:17])[N:12]=[CH:11][CH:10]=2)[C:3]=1[CH2:22][CH2:23][CH3:24].O=P(Cl)(Cl)[Cl:27]. (2) Given the product [Cl:1][C:2]1[CH:3]=[CH:4][C:5]([NH:8][C:9]([C:11]2[CH:16]=[C:15]([Cl:17])[CH:14]=[CH:13][C:12]=2[NH:18][C:19]([C:21]2[CH:26]=[CH:25][C:24]([S:27]([CH3:33])(=[N:29][CH2:30][CH2:31][N:36]([CH2:37][CH3:38])[CH2:34][CH3:35])=[O:28])=[CH:23][CH:22]=2)=[O:20])=[O:10])=[N:6][CH:7]=1, predict the reactants needed to synthesize it. The reactants are: [Cl:1][C:2]1[CH:3]=[CH:4][C:5]([NH:8][C:9]([C:11]2[CH:16]=[C:15]([Cl:17])[CH:14]=[CH:13][C:12]=2[NH:18][C:19]([C:21]2[CH:26]=[CH:25][C:24]([S:27]([CH3:33])(=[N:29][CH2:30][CH2:31]Br)=[O:28])=[CH:23][CH:22]=2)=[O:20])=[O:10])=[N:6][CH:7]=1.[CH2:34]([NH:36][CH2:37][CH3:38])[CH3:35].